This data is from Catalyst prediction with 721,799 reactions and 888 catalyst types from USPTO. The task is: Predict which catalyst facilitates the given reaction. Reactant: [Br:1][C:2]1[C:3]([F:20])=[CH:4][C:5]2[O:11][CH2:10][CH2:9][N:8]3[C:12](I)=[C:13]([C:15]([NH2:17])=[O:16])[N:14]=[C:7]3[C:6]=2[CH:19]=1.C([N:28]1[CH:32]=[C:31](B2OC(C)(C)C(C)(C)O2)[CH:30]=[N:29]1)(OC(C)(C)C)=O.O. Product: [Br:1][C:2]1[C:3]([F:20])=[CH:4][C:5]2[O:11][CH2:10][CH2:9][N:8]3[C:12]([C:31]4[CH:32]=[N:28][NH:29][CH:30]=4)=[C:13]([C:15]([NH2:17])=[O:16])[N:14]=[C:7]3[C:6]=2[CH:19]=1. The catalyst class is: 5.